This data is from Retrosynthesis with 50K atom-mapped reactions and 10 reaction types from USPTO. The task is: Predict the reactants needed to synthesize the given product. (1) Given the product COC(=O)C(NC(=O)OC(C)(C)C)c1cccc([N+](=O)[O-])c1, predict the reactants needed to synthesize it. The reactants are: CC(C)(C)OC(=O)OC(=O)OC(C)(C)C.COC(=O)C(N)c1cccc([N+](=O)[O-])c1. (2) Given the product Cc1c(C(=O)O)cnn1-c1ncc(Br)cc1Cl, predict the reactants needed to synthesize it. The reactants are: CCOC(=O)c1cnn(-c2ncc(Br)cc2Cl)c1C.